Task: Predict the reactants needed to synthesize the given product.. Dataset: Full USPTO retrosynthesis dataset with 1.9M reactions from patents (1976-2016) (1) Given the product [Cl:16][C:17]1[CH:18]=[N:19][CH:20]=[CH:21][C:22]=1[C:2]1[N:3]=[CH:4][C:5]([NH2:15])=[N:6][C:7]=1[C:8]1[CH:13]=[CH:12][CH:11]=[C:10]([F:14])[CH:9]=1, predict the reactants needed to synthesize it. The reactants are: Br[C:2]1[N:3]=[CH:4][C:5]([NH2:15])=[N:6][C:7]=1[C:8]1[CH:13]=[CH:12][CH:11]=[C:10]([F:14])[CH:9]=1.[Cl:16][C:17]1[CH:18]=[N:19][CH:20]=[CH:21][C:22]=1B(O)O.C(=O)([O-])[O-].[Cs+].[Cs+]. (2) Given the product [C:4]1([C@H:1]([OH:3])[CH3:2])[CH:9]=[CH:8][CH:7]=[CH:6][CH:5]=1, predict the reactants needed to synthesize it. The reactants are: [C:1]([C:4]1[CH:9]=[CH:8][CH:7]=[CH:6][CH:5]=1)(=[O:3])[CH3:2]. (3) Given the product [CH2:26]([O:25][C:23](=[O:24])[C:22]([CH3:28])([CH2:29][C:30]#[C:31][CH2:32][NH:33][CH2:14][C:13]1[CH:16]=[CH:17][C:10]([CH2:1][CH2:2][CH2:3][CH2:4][CH2:5][CH2:6][CH2:7][CH2:8][CH3:9])=[CH:11][CH:12]=1)[C:21]([O:20][CH2:18][CH3:19])=[O:34])[CH3:27], predict the reactants needed to synthesize it. The reactants are: [CH2:1]([C:10]1[CH:17]=[CH:16][C:13]([CH:14]=O)=[CH:12][CH:11]=1)[CH2:2][CH2:3][CH2:4][CH2:5][CH2:6][CH2:7][CH2:8][CH3:9].[CH2:18]([O:20][C:21](=[O:34])[C:22]([CH2:29][C:30]#[C:31][CH2:32][NH2:33])([CH3:28])[C:23]([O:25][CH2:26][CH3:27])=[O:24])[CH3:19].CO.C([BH3-])#N.[Na+]. (4) Given the product [Br-:36].[CH3:1][C:2]1([CH3:25])[CH2:3][N:4]([C:6]([C:19]2[CH:24]=[CH:23][CH:22]=[CH:21][CH:20]=2)([CH3:18])[C:7]([O:9][C@@H:10]2[CH:15]3[CH2:16][CH2:17][N+:12]([CH2:35][CH2:34][CH2:33][O:26][C:27]4[CH:32]=[CH:31][CH:30]=[CH:29][CH:28]=4)([CH2:13][CH2:14]3)[CH2:11]2)=[O:8])[CH2:5]1, predict the reactants needed to synthesize it. The reactants are: [CH3:1][C:2]1([CH3:25])[CH2:5][N:4]([C:6]([C:19]2[CH:24]=[CH:23][CH:22]=[CH:21][CH:20]=2)([CH3:18])[C:7]([O:9][C@@H:10]2[CH:15]3[CH2:16][CH2:17][N:12]([CH2:13][CH2:14]3)[CH2:11]2)=[O:8])[CH2:3]1.[O:26]([CH2:33][CH2:34][CH2:35][Br:36])[C:27]1[CH:32]=[CH:31][CH:30]=[CH:29][CH:28]=1.CCOCC. (5) Given the product [CH3:35][O:34][C:30]1[CH:31]=[C:32]2[C:27](=[CH:28][CH:29]=1)[N:26]=[CH:25][C:24]([S:23][CH2:22][CH2:21][N:18]1[CH2:19][CH2:20][CH:15]([NH2:14])[CH2:16][CH2:17]1)=[CH:33]2, predict the reactants needed to synthesize it. The reactants are: FC(F)(F)C(O)=O.C(OC(=O)[NH:14][CH:15]1[CH2:20][CH2:19][N:18]([CH2:21][CH2:22][S:23][C:24]2[CH:25]=[N:26][C:27]3[C:32]([CH:33]=2)=[CH:31][C:30]([O:34][CH3:35])=[CH:29][CH:28]=3)[CH2:17][CH2:16]1)(C)(C)C. (6) The reactants are: [Br:1][C:2]1[CH:3]=[CH:4][C:5]2[N:11]=[CH:10][C:9]3[C:12]([CH3:16])=[CH:13][CH:14]=[CH:15][C:8]=3[O:7][C:6]=2[CH:17]=1.CO/[CH:20]=[CH:21]/[C:22]([O:24][Si](C)(C)C)=[CH2:23].C1COCC1.Cl. Given the product [Br:1][C:2]1[CH:3]=[CH:4][C:5]2[N:11]3[CH:20]=[CH:21][C:22](=[O:24])[CH2:23][CH:10]3[C:9]3[C:12]([CH3:16])=[CH:13][CH:14]=[CH:15][C:8]=3[O:7][C:6]=2[CH:17]=1, predict the reactants needed to synthesize it. (7) Given the product [Cl:1][C:2]1[CH:3]=[C:4]([CH:27]=[C:28]([F:30])[CH:29]=1)[O:5][CH2:6][C:7]1[S:8][C:9]2[C:15]([C:16]3[CH:17]=[C:18]([CH:24]=[CH:25][CH:26]=3)[C:19]([OH:21])=[O:20])=[CH:14][CH:13]=[CH:12][C:10]=2[CH:11]=1.[NH2:64][C:62](=[O:63])[CH2:61][NH:60][C:49](=[O:51])[C:48]1[CH:52]=[CH:53][CH:54]=[C:46]([C:45]2[C:39]3[S:38][C:37]([CH2:36][O:35][C:34]4[CH:55]=[C:56]([F:58])[CH:57]=[C:32]([Cl:31])[CH:33]=4)=[CH:41][C:40]=3[CH:42]=[CH:43][CH:44]=2)[CH:47]=1, predict the reactants needed to synthesize it. The reactants are: [Cl:1][C:2]1[CH:3]=[C:4]([CH:27]=[C:28]([F:30])[CH:29]=1)[O:5][CH2:6][C:7]1[S:8][C:9]2[C:15]([C:16]3[CH:17]=[C:18]([CH:24]=[CH:25][CH:26]=3)[C:19]([O:21]CC)=[O:20])=[CH:14][CH:13]=[CH:12][C:10]=2[CH:11]=1.[Cl:31][C:32]1[CH:33]=[C:34]([CH:55]=[C:56]([F:58])[CH:57]=1)[O:35][CH2:36][C:37]1[S:38][C:39]2[C:45]([C:46]3[CH:47]=[C:48]([CH:52]=[CH:53][CH:54]=3)[C:49]([OH:51])=O)=[CH:44][CH:43]=[CH:42][C:40]=2[CH:41]=1.Cl.[NH2:60][CH2:61][C:62]([NH2:64])=[O:63].